From a dataset of Reaction yield outcomes from USPTO patents with 853,638 reactions. Predict the reaction yield, written as a fraction of the theoretical maximum amount of product (1.0 means a 100% yield; for example, 0.34 means a 34% yield). (1) The reactants are [CH:1]1([CH2:4][N:5]2[CH:9]=[C:8]([C:10]3[N:15]=[CH:14][C:13]4[N:16]=[N:17][N:18](COCC[Si](C)(C)C)[C:12]=4[CH:11]=3)[N:7]=[CH:6]2)[CH2:3][CH2:2]1.C(O)(C(F)(F)F)=O. The catalyst is C(Cl)Cl. The product is [CH:1]1([CH2:4][N:5]2[CH:9]=[C:8]([C:10]3[N:15]=[CH:14][C:13]4[N:16]=[N:17][NH:18][C:12]=4[CH:11]=3)[N:7]=[CH:6]2)[CH2:2][CH2:3]1. The yield is 0.440. (2) The reactants are [Cl:1][C:2]1[CH:3]=[C:4]([NH:9][CH2:10][C:11]([O:13][CH2:14][CH3:15])=[O:12])[CH:5]=[CH:6][C:7]=1[Cl:8].[CH3:16][O:17][CH2:18][CH2:19]Br.[I-].[Na+].C(=O)(O)[O-].[Na+].FC(F)(F)C(O)=O. The catalyst is O.CCOCC.C(OCC)(=O)C.CC#N.O.CN(C=O)C. The product is [Cl:1][C:2]1[CH:3]=[C:4]([N:9]([CH2:19][CH2:18][O:17][CH3:16])[CH2:10][C:11]([O:13][CH2:14][CH3:15])=[O:12])[CH:5]=[CH:6][C:7]=1[Cl:8]. The yield is 0.200. (3) The reactants are [Br:1][CH2:2][CH2:3][CH2:4]Br.[NH:6]1[C:10]2[CH:11]=[CH:12][CH:13]=[CH:14][C:9]=2[N:8]=[N:7]1.[OH-].[K+].O. The catalyst is CN(C)C=O.C(OCC)(=O)C. The product is [Br:1][CH2:2][CH2:3][CH2:4][N:6]1[C:10]2[CH:11]=[CH:12][CH:13]=[CH:14][C:9]=2[N:8]=[N:7]1. The yield is 0.590. (4) The reactants are [Cl:1][C:2]1[CH:7]=[CH:6][C:5]([NH:8][C:9]([NH:11][C:12]2[CH:17]=[CH:16][CH:15]=[C:14]([C:18]3[CH:23]=[CH:22][CH:21]=[C:20]([N:24]4[CH2:28][CH2:27][CH2:26][CH2:25]4)[N:19]=3)[CH:13]=2)=[O:10])=[C:4](I)[CH:3]=1.ClC(Cl)(OC(=O)OC(Cl)(Cl)Cl)Cl.ClC1C=CC(N)=CC=1[I:50].CCN(CC)CC. The catalyst is C1(C)C=CC=CC=1. The product is [Cl:1][C:2]1[CH:3]=[CH:4][C:5]([NH:8][C:9]([NH:11][C:12]2[CH:17]=[CH:16][CH:15]=[C:14]([C:18]3[CH:23]=[CH:22][CH:21]=[C:20]([N:24]4[CH2:28][CH2:27][CH2:26][CH2:25]4)[N:19]=3)[CH:13]=2)=[O:10])=[CH:6][C:7]=1[I:50]. The yield is 0.540. (5) The reactants are [Br:1][C:2]1[CH:3]=[CH:4][C:5]([OH:11])=[C:6]([C:8](=[O:10])[CH3:9])[CH:7]=1.F[C:13]1[C:20]([F:21])=[CH:19][CH:18]=[CH:17][C:14]=1[CH:15]=O. The catalyst is C(O)C.O. The product is [Br:1][C:2]1[CH:7]=[C:6]2[C:5](=[CH:4][CH:3]=1)[O:11][CH:15]([C:14]1[CH:17]=[CH:18][CH:19]=[C:20]([F:21])[CH:13]=1)[CH2:9][C:8]2=[O:10]. The yield is 0.150. (6) The reactants are [CH3:1][C:2]1[N:3]([CH2:35][C:36]([O:38]CC)=[O:37])[C:4]([C:29]2[CH:34]=[CH:33][CH:32]=[CH:31][CH:30]=2)=[C:5]([C:23]2[CH:28]=[CH:27][CH:26]=[CH:25][CH:24]=2)[C:6]=1[CH2:7][C:8]1[CH:13]=[CH:12][CH:11]=[CH:10][C:9]=1[S:14]([C:17]1[CH:22]=[CH:21][CH:20]=[CH:19][CH:18]=1)(=[O:16])=[O:15].[OH-].[Li+].Cl. The catalyst is C1COCC1.CO.O. The product is [CH3:1][C:2]1[N:3]([CH2:35][C:36]([OH:38])=[O:37])[C:4]([C:29]2[CH:30]=[CH:31][CH:32]=[CH:33][CH:34]=2)=[C:5]([C:23]2[CH:24]=[CH:25][CH:26]=[CH:27][CH:28]=2)[C:6]=1[CH2:7][C:8]1[CH:13]=[CH:12][CH:11]=[CH:10][C:9]=1[S:14]([C:17]1[CH:22]=[CH:21][CH:20]=[CH:19][CH:18]=1)(=[O:15])=[O:16]. The yield is 1.00.